From a dataset of Catalyst prediction with 721,799 reactions and 888 catalyst types from USPTO. Predict which catalyst facilitates the given reaction. Reactant: [O:1]([C:8]1[CH:13]=[CH:12][C:11]([NH:14][C:15](=[O:23])[CH2:16][N:17]2[CH2:22][CH2:21][NH:20][CH2:19][CH2:18]2)=[CH:10][CH:9]=1)[C:2]1[CH:7]=[CH:6][CH:5]=[CH:4][CH:3]=1.[C:24]1([C:33]([O:35][CH3:36])=[O:34])[CH:29]=[CH:28][C:27]([C:30]([O-])=[O:31])=[CH:26][CH:25]=1.CN(C(ON1N=NC2C=CC=NC1=2)=[N+](C)C)C.F[P-](F)(F)(F)(F)F.CCN(C(C)C)C(C)C. Product: [O:23]=[C:15]([NH:14][C:11]1[CH:10]=[CH:9][C:8]([O:1][C:2]2[CH:7]=[CH:6][CH:5]=[CH:4][CH:3]=2)=[CH:13][CH:12]=1)[CH2:16][N:17]1[CH2:22][CH2:21][N:20]([C:30]([C:27]2[CH:28]=[CH:29][C:24]([C:33]([O:35][CH3:36])=[O:34])=[CH:25][CH:26]=2)=[O:31])[CH2:19][CH2:18]1. The catalyst class is: 3.